From a dataset of Full USPTO retrosynthesis dataset with 1.9M reactions from patents (1976-2016). Predict the reactants needed to synthesize the given product. (1) Given the product [CH3:17][O:16][C:13]1[CH:14]=[CH:15][C:10]([C:9]#[C:8][C:6]2[CH:5]=[N:4][C:3]3[C:2]([CH:7]=2)=[C:31]2[CH:32]=[CH:33][C:34]([CH3:52])=[CH:29][C:30]2=[N:35][C:19]=3[NH2:20])=[C:11]([CH3:18])[CH:12]=1, predict the reactants needed to synthesize it. The reactants are: Cl[C:2]1[C:3]([C:19]#[N:20])=[N:4][CH:5]=[C:6]([C:8]#[C:9][C:10]2[CH:15]=[CH:14][C:13]([O:16][CH3:17])=[CH:12][C:11]=2[CH3:18])[CH:7]=1.CC1(C)C(C)(C)OB([C:29]2[CH:34]=[CH:33][CH:32]=[CH:31][C:30]=2[NH:35]C(=O)OC(C)(C)C)O1.[O-]P([O-])([O-])=O.[K+].[K+].[K+].[CH:52]1(P(C2CCCCC2)C2C=CC=CC=2C2C(OC)=CC=CC=2OC)CCCCC1. (2) Given the product [C:25]([O:1][CH2:2][C:3]1[CH:11]=[CH:10][C:9]2[CH2:12][NH:13][C@@H:14]([CH:17]3[CH:22]4[CH2:21][CH2:20][N:19]([CH2:24][CH2:23]4)[CH2:18]3)[C:15](=[O:16])[N:7]3[C:8]=2[C:4]=1[CH:5]=[CH:6]3)(=[O:27])[CH3:26], predict the reactants needed to synthesize it. The reactants are: [OH:1][CH2:2][C:3]1[CH:11]=[CH:10][C:9]2[CH2:12][NH:13][C@@H:14]([CH:17]3[CH:22]4[CH2:23][CH2:24][N:19]([CH2:20][CH2:21]4)[CH2:18]3)[C:15](=[O:16])[N:7]3[C:8]=2[C:4]=1[CH:5]=[CH:6]3.[C:25](OC(=O)C)(=[O:27])[CH3:26]. (3) Given the product [Br:3][C:4]1[C:12]2[O:13][CH2:14][CH2:15][C:11]=2[C:10]2[C:9]([CH2:16][C:17]([NH2:18])=[O:1])=[CH:8][CH2:7][C:6]=2[C:5]=1[Br:19], predict the reactants needed to synthesize it. The reactants are: [OH:1]O.[Br:3][C:4]1[C:12]2[O:13][CH2:14][CH2:15][C:11]=2[C:10]2/[C:9](=[CH:16]/[C:17]#[N:18])/[CH2:8][CH2:7][C:6]=2[C:5]=1[Br:19].[OH-].[K+]. (4) Given the product [CH:25]([N:22]1[CH2:21][CH2:20][CH:19]([NH:18][C:17]2[C:12]([C:8]3[NH:7][C:6](=[O:28])[C:5]4[C:10](=[CH:11][C:2]([NH:38][CH2:37][C:36]5[CH:39]=[CH:40][C:33]([O:32][CH3:31])=[CH:34][CH:35]=5)=[CH:3][C:4]=4[O:29][CH3:30])[N:9]=3)=[N:13][CH:14]=[CH:15][CH:16]=2)[CH2:24][CH2:23]1)([CH3:26])[CH3:27], predict the reactants needed to synthesize it. The reactants are: F[C:2]1[CH:11]=[C:10]2[C:5]([C:6](=[O:28])[NH:7][C:8]([C:12]3[C:17]([NH:18][CH:19]4[CH2:24][CH2:23][N:22]([CH:25]([CH3:27])[CH3:26])[CH2:21][CH2:20]4)=[CH:16][CH:15]=[CH:14][N:13]=3)=[N:9]2)=[C:4]([O:29][CH3:30])[CH:3]=1.[CH3:31][O:32][C:33]1[CH:40]=[CH:39][C:36]([CH2:37][NH2:38])=[CH:35][CH:34]=1. (5) Given the product [Cl:29][C:30]1[CH:40]=[C:34]([C:35]([O:37][CH3:38])=[O:36])[CH:33]=[N:32][C:31]=1[O:26][C:24]1[CH:23]=[C:13]([C:14]([NH:16][C:17]2[CH:21]=[CH:20][N:19]([CH3:22])[N:18]=2)=[O:15])[CH:12]=[C:11]([O:10][C@@H:8]([CH3:9])[CH2:7][O:6][Si:5]([C:2]([CH3:3])([CH3:4])[CH3:1])([CH3:28])[CH3:27])[CH:25]=1, predict the reactants needed to synthesize it. The reactants are: [CH3:1][C:2]([Si:5]([CH3:28])([CH3:27])[O:6][CH2:7][C@@H:8]([O:10][C:11]1[CH:12]=[C:13]([CH:23]=[C:24]([OH:26])[CH:25]=1)[C:14]([NH:16][C:17]1[CH:21]=[CH:20][N:19]([CH3:22])[N:18]=1)=[O:15])[CH3:9])([CH3:4])[CH3:3].[Cl:29][C:30]1[C:31](Cl)=[N:32][CH:33]=[C:34]([CH:40]=1)[C:35]([O:37][CH2:38]C)=[O:36].C(=O)([O-])[O-].[K+].[K+]. (6) Given the product [CH2:28]([N:14]([CH2:12][CH3:13])[C:15]([CH:17]1[C:26]2[C:6]3[C:1](=[CH:2][CH:3]=[CH:4][CH:5]=3)[N:7]([CH2:9][CH2:10][OH:11])[C:25]=2[C:24]2[CH:23]=[CH:22][CH:21]=[CH:20][C:19]=2[S:18]1)=[O:16])[CH3:29], predict the reactants needed to synthesize it. The reactants are: [C:1]1([N:7]([CH2:9][CH2:10][OH:11])N)[CH:6]=[CH:5][CH:4]=[CH:3][CH:2]=1.[CH2:12]([N:14]([CH2:28][CH3:29])[C:15]([CH:17]1[CH2:26][C:25](=O)[C:24]2[C:19](=[CH:20][CH:21]=[CH:22][CH:23]=2)[S:18]1)=[O:16])[CH3:13].S(=O)(=O)(O)O.